Dataset: Full USPTO retrosynthesis dataset with 1.9M reactions from patents (1976-2016). Task: Predict the reactants needed to synthesize the given product. (1) The reactants are: [CH3:1][C:2]1[C:6]([CH:7]([OH:26])[C:8]2[O:9][C:10]3[CH:16]=[CH:15][C:14]([CH2:17][NH:18]C(=O)OC(C)(C)C)=[CH:13][C:11]=3[CH:12]=2)=[C:5]([CH3:27])[O:4][N:3]=1.Cl. Given the product [NH2:18][CH2:17][C:14]1[CH:15]=[CH:16][C:10]2[O:9][C:8]([CH:7]([C:6]3[C:2]([CH3:1])=[N:3][O:4][C:5]=3[CH3:27])[OH:26])=[CH:12][C:11]=2[CH:13]=1, predict the reactants needed to synthesize it. (2) Given the product [CH3:19][S:20]([O:11][CH2:10][CH2:9][O:8][CH2:1][C:2]1[CH:7]=[CH:6][CH:5]=[CH:4][CH:3]=1)(=[O:22])=[O:21], predict the reactants needed to synthesize it. The reactants are: [CH2:1]([O:8][CH2:9][CH2:10][OH:11])[C:2]1[CH:7]=[CH:6][CH:5]=[CH:4][CH:3]=1.C(N(CC)CC)C.[CH3:19][S:20](Cl)(=[O:22])=[O:21]. (3) Given the product [Br:17][C:8]1([O:1][C:2]2[CH:7]=[CH:6][CH:5]=[CH:4][CH:3]=2)[N:13]=[CH:12][C:11]([CH:14]=[O:16])=[CH:10][NH:9]1, predict the reactants needed to synthesize it. The reactants are: [O:1]([C:8]1[N:13]=[CH:12][C:11]([C:14](=[O:16])C)=[CH:10][N:9]=1)[C:2]1[CH:7]=[CH:6][CH:5]=[CH:4][CH:3]=1.[Br-:17].[Br-].[Br-].C([N+](CCCC)(CCCC)CCCC)CCC.C([N+](CCCC)(CCCC)CCCC)CCC.C([N+](CCCC)(CCCC)CCCC)CCC.CCCCCC. (4) Given the product [Cl:1][C:2]1[CH:7]=[C:6]2[NH:8][C:9](=[O:39])[C:10]3([CH:15]([C:16]4[CH:21]=[C:20]([Cl:22])[CH:19]=[CH:18][C:17]=4[O:23][C:24]([C:27](=[O:29])[NH:44][C:43]#[N:42])([CH3:26])[CH3:25])[CH2:14][C:13](=[O:30])[NH:12][CH:11]3[C:31]3[CH:36]=[C:35]([F:37])[CH:34]=[CH:33][C:32]=3[CH3:38])[C:5]2=[CH:4][CH:3]=1, predict the reactants needed to synthesize it. The reactants are: [Cl:1][C:2]1[CH:7]=[C:6]2[NH:8][C:9](=[O:39])[C:10]3([CH:15]([C:16]4[CH:21]=[C:20]([Cl:22])[CH:19]=[CH:18][C:17]=4[O:23][C:24]([C:27]([OH:29])=O)([CH3:26])[CH3:25])[CH2:14][C:13](=[O:30])[NH:12][CH:11]3[C:31]3[CH:36]=[C:35]([F:37])[CH:34]=[CH:33][C:32]=3[CH3:38])[C:5]2=[CH:4][CH:3]=1.CC[N:42]=[C:43]=[N:44]CCCN(C)C.Cl.C1C=CC2N(O)N=NC=2C=1.CCN(C(C)C)C(C)C.N#CN. (5) Given the product [F:1][C:2]1[C:3]([N:17]=[CH:18][N:19]([CH3:21])[CH3:20])=[N:4][C:5]([OH:16])=[N:6][CH:7]=1, predict the reactants needed to synthesize it. The reactants are: [F:1][C:2]1[C:3]([N:17]=[CH:18][N:19]([CH3:21])[CH3:20])=[N:4][C:5](=[O:16])[N:6](CC2C=CC(C)=CC=2)[CH:7]=1.